Dataset: Peptide-MHC class I binding affinity with 185,985 pairs from IEDB/IMGT. Task: Regression. Given a peptide amino acid sequence and an MHC pseudo amino acid sequence, predict their binding affinity value. This is MHC class I binding data. The peptide sequence is PLRPMTYR. The MHC is HLA-B15:03 with pseudo-sequence HLA-B15:03. The binding affinity (normalized) is 0.